This data is from Reaction yield outcomes from USPTO patents with 853,638 reactions. The task is: Predict the reaction yield, written as a fraction of the theoretical maximum amount of product (1.0 means a 100% yield; for example, 0.34 means a 34% yield). (1) The reactants are [C:1]([C:4]1[CH:9]=[N:8][N:7]([C:10]([CH3:13])([CH3:12])[CH3:11])[C:6](=[O:14])[C:5]=1[C:15]1[CH:20]=[CH:19][CH:18]=[CH:17][CH:16]=1)(=[O:3])[CH3:2].CO.[BH4-].[Na+]. The catalyst is C1COCC1. The product is [C:10]([N:7]1[C:6](=[O:14])[C:5]([C:15]2[CH:16]=[CH:17][CH:18]=[CH:19][CH:20]=2)=[C:4]([CH:1]([OH:3])[CH3:2])[CH:9]=[N:8]1)([CH3:13])([CH3:12])[CH3:11]. The yield is 0.940. (2) The reactants are [OH:1][C:2]1[CH:7]=[CH:6][CH:5]=[C:4]([OH:8])[C:3]=1[C:9](=[O:11])[CH3:10].[CH2:12](Br)[C:13]1[CH:18]=[CH:17][CH:16]=[CH:15][CH:14]=1.C(=O)([O-])[O-].[K+].[K+].[I-].[Na+]. The catalyst is CC(C)=O. The product is [CH2:12]([O:1][C:2]1[CH:7]=[CH:6][CH:5]=[C:4]([O:8][CH2:9][C:3]2[CH:4]=[CH:5][CH:6]=[CH:7][CH:2]=2)[C:3]=1[C:9](=[O:11])[CH3:10])[C:13]1[CH:18]=[CH:17][CH:16]=[CH:15][CH:14]=1. The yield is 0.460. (3) The reactants are [C:1]1(B(O)O)[CH:6]=CC=[CH:3][CH:2]=1.Br[C:11]1[C:12](=O)[C:13]2[C:21](=[CH:22][CH:23]=1)[C:20]1[C:15](=[CH:16][C:17]([Br:24])=[CH:18][CH:19]=1)[CH:14]=2.C(=O)([O-])[O-:27].[Na+].[Na+].[CH2:32]([CH2:35]OC)OC. No catalyst specified. The product is [Br:24][C:17]1[CH:18]=[CH:19][C:20]2[C:21]3[C:13](=[CH:12][C:11]([C:23]4[CH:22]=[CH:3][CH:2]=[CH:1][CH:6]=4)=[CH:32][CH:35]=3)[C:14](=[O:27])[C:15]=2[CH:16]=1. The yield is 0.850. (4) The reactants are [CH3:1][S:2]([C:5]1[CH:6]=[CH:7][C:8]([O:14][C@H:15]([CH3:20])[C:16]([F:19])([F:18])[F:17])=[C:9]([CH:13]=1)[C:10]([OH:12])=O)(=[O:4])=[O:3].Cl.[F:22][C:23]([F:36])([F:35])[C:24]1[S:28][C:27]([N:29]2[CH2:34][CH2:33][NH:32][CH2:31][CH2:30]2)=[N:26][CH:25]=1. No catalyst specified. The product is [CH3:1][S:2]([C:5]1[CH:6]=[CH:7][C:8]([O:14][C@H:15]([CH3:20])[C:16]([F:19])([F:18])[F:17])=[C:9]([C:10]([N:32]2[CH2:33][CH2:34][N:29]([C:27]3[S:28][C:24]([C:23]([F:36])([F:22])[F:35])=[CH:25][N:26]=3)[CH2:30][CH2:31]2)=[O:12])[CH:13]=1)(=[O:3])=[O:4]. The yield is 0.570. (5) The reactants are [NH3:1].C1COCC1.[CH3:7][N:8]1[CH:13]=[C:12]([S:14](Cl)(=[O:16])=[O:15])[C:11](=[O:18])[N:10]([CH3:19])[C:9]1=[O:20]. The catalyst is C(Cl)(Cl)Cl. The product is [CH3:7][N:8]1[CH:13]=[C:12]([S:14]([NH2:1])(=[O:16])=[O:15])[C:11](=[O:18])[N:10]([CH3:19])[C:9]1=[O:20]. The yield is 1.00. (6) The reactants are [Cl:1][C:2]1[CH:7]=[CH:6][C:5]([N:8]2[C:12](=[O:13])[CH:11]=[C:10]([CH3:14])[N:9]2[CH3:15])=[CH:4][CH:3]=1.[Cl:16]N1C(=O)CCC1=O. The catalyst is C(Cl)(Cl)Cl. The product is [Cl:16][C:11]1[C:12](=[O:13])[N:8]([C:5]2[CH:4]=[CH:3][C:2]([Cl:1])=[CH:7][CH:6]=2)[N:9]([CH3:15])[C:10]=1[CH3:14]. The yield is 0.670.